This data is from Experimentally validated miRNA-target interactions with 360,000+ pairs, plus equal number of negative samples. The task is: Binary Classification. Given a miRNA mature sequence and a target amino acid sequence, predict their likelihood of interaction. (1) The miRNA is hsa-miR-6799-3p with sequence UGCCCUGCAUGGUGUCCCCACAG. The protein sequence of the target gene is MAQNLKDLAGRLPAGPRGMGTALKLLLGAGAVAYGVRESVFTVEGGHRAIFFNRIGGVQQDTILAEGLHFRIPWFQYPIIYDIRARPRKISSPTGSKDLQMVNISLRVLSRPNAQELPSMYQRLGLDYEERVLPSIVNEVLKSVVAKFNASQLITQRAQVSLLIRRELTERAKDFSLILDDVAITELSFSREYTAAVEAKQVAQQEAQRAQFLVEKAKQEQRQKIVQAEGEAEAAKMLGEALSKNPGYIKLRKIRAAQNISKTIATSQNRIYLTADNLVLNLQDESFTRGSDSLIKGKK. Result: 0 (no interaction). (2) The miRNA is hsa-miR-515-3p with sequence GAGUGCCUUCUUUUGGAGCGUU. The protein sequence of the target gene is MMFGGYETIEAYEDDLYRDESSSELSVDSEVEFQLYSQIHYAQDLDDVIREEEHEEKNSGNSESSSSKPNQKKLIVLSDSEVIQLSDGSEVITLSDEDSIYRCKGKNVRVQAQENAHGLSSSLQSNELVDKKCKSDIEKPKSEERSGVIREVMIIEVSSSEEEESTISEGDNVESWMLLGCEVDDKDDDILLNLVGCENSVTEGEDGINWSISDKDIEAQIANNRTPGRWTQRYYSANKNIICRNCDKRGHLSKNCPLPRKVRRCFLCSRRGHLLYSCPAPLCEYCPVPKMLDHSCLFRH.... Result: 0 (no interaction).